This data is from Full USPTO retrosynthesis dataset with 1.9M reactions from patents (1976-2016). The task is: Predict the reactants needed to synthesize the given product. Given the product [Cl:1][C:2]1[C:7]([CH:8]([CH3:11])[CH2:9][N:39]2[CH2:42][CH:41]([OH:43])[CH2:40]2)=[CH:6][C:5]([C:12]#[N:13])=[CH:4][C:3]=1[NH:14][C:15]1[N:20]=[C:19]([NH:21][CH:31]2[CH2:32][CH2:33]2)[C:18]2=[N:34][CH:35]=[C:36]([C:37]#[N:38])[N:17]2[N:16]=1, predict the reactants needed to synthesize it. The reactants are: [Cl:1][C:2]1[C:7]([CH:8]([CH3:11])[CH:9]=O)=[CH:6][C:5]([C:12]#[N:13])=[CH:4][C:3]=1[NH:14][C:15]1[N:20]=[C:19]([N:21]([CH:31]2[CH2:33][CH2:32]2)CC2C=CC(OC)=CC=2)[C:18]2=[N:34][CH:35]=[C:36]([C:37]#[N:38])[N:17]2[N:16]=1.[NH:39]1[CH2:42][CH:41]([OH:43])[CH2:40]1.CC(O)=O.C([BH3-])#N.[Na+].